From a dataset of Forward reaction prediction with 1.9M reactions from USPTO patents (1976-2016). Predict the product of the given reaction. The product is: [C:25]([Si:29]([CH3:35])([CH3:34])[O:30][CH2:31][CH2:32][N:33]1[CH:2]=[C:3]([CH3:4])[N:5]=[N:6]1)([CH3:28])([CH3:27])[CH3:26]. Given the reactants Cl[CH:2](Cl)/[C:3](=[N:5]\[NH:6]S(C1C=CC(C)=CC=1)(=O)=O)/[CH3:4].C(N(CC)CC)C.[C:25]([Si:29]([CH3:35])([CH3:34])[O:30][CH2:31][CH2:32][NH2:33])([CH3:28])([CH3:27])[CH3:26], predict the reaction product.